Dataset: Full USPTO retrosynthesis dataset with 1.9M reactions from patents (1976-2016). Task: Predict the reactants needed to synthesize the given product. Given the product [O:1]=[C:2]1[NH:10][C:5]2=[N:6][CH:7]=[CH:8][CH:9]=[C:4]2[C@:3]21[CH2:24][C:13]1[CH:14]=[C:15]3[C:20](=[CH:21][C:12]=1[CH2:11]2)[N:19]=[CH:18][C:17]([CH2:22][NH:31][CH2:32][CH:33]([C:45]1[CH:50]=[CH:49][CH:48]=[CH:47][CH:46]=1)[CH2:34][NH:35][C:36]1([C:41]([O:43][CH3:44])=[O:42])[CH2:40][CH2:39][CH2:38][CH2:37]1)=[CH:16]3, predict the reactants needed to synthesize it. The reactants are: [O:1]=[C:2]1[NH:10][C:5]2=[N:6][CH:7]=[CH:8][CH:9]=[C:4]2[C@:3]21[CH2:24][C:13]1[CH:14]=[C:15]3[C:20](=[CH:21][C:12]=1[CH2:11]2)[N:19]=[CH:18][C:17]([CH:22]=O)=[CH:16]3.CC(O)=O.Cl.Cl.[NH2:31][CH2:32][CH:33]([C:45]1[CH:50]=[CH:49][CH:48]=[CH:47][CH:46]=1)[CH2:34][NH:35][C:36]1([C:41]([O:43][CH3:44])=[O:42])[CH2:40][CH2:39][CH2:38][CH2:37]1.CCN(C(C)C)C(C)C.C(O[BH-](OC(=O)C)OC(=O)C)(=O)C.[Na+].